This data is from Reaction yield outcomes from USPTO patents with 853,638 reactions. The task is: Predict the reaction yield, written as a fraction of the theoretical maximum amount of product (1.0 means a 100% yield; for example, 0.34 means a 34% yield). (1) The reactants are [NH2:1][C:2]1[S:3][CH:4]=[C:5]([CH3:7])[N:6]=1.Cl[C:9]([O:11][C:12]1[CH:17]=[CH:16][CH:15]=[CH:14][CH:13]=1)=[O:10]. The catalyst is C(Cl)Cl. The product is [CH3:7][C:5]1[N:6]=[C:2]([NH:1][C:9](=[O:10])[O:11][C:12]2[CH:17]=[CH:16][CH:15]=[CH:14][CH:13]=2)[S:3][CH:4]=1. The yield is 0.510. (2) The yield is 0.840. No catalyst specified. The reactants are [F:1][C:2]1[C:7]([F:8])=[C:6]([N:9]2[CH2:14][CH2:13][O:12][CH2:11][CH2:10]2)[CH:5]=[CH:4][C:3]=1[NH:15][N:16]=[C:17]([C:22](=[O:26])[CH2:23][O:24][CH3:25])[C:18]([O:20][CH3:21])=[O:19].[CH3:27]OC(OC)N(C)C. The product is [F:1][C:2]1[C:7]([F:8])=[C:6]([N:9]2[CH2:14][CH2:13][O:12][CH2:11][CH2:10]2)[CH:5]=[CH:4][C:3]=1[N:15]1[CH:27]=[C:23]([O:24][CH3:25])[C:22](=[O:26])[C:17]([C:18]([O:20][CH3:21])=[O:19])=[N:16]1. (3) The product is [CH3:21][C:8]1([N:6]2[CH2:7][C:4]([CH2:3][C:1]#[N:2])([N:22]3[CH:26]=[C:25]([C:27]4[C:28]5[CH:35]=[CH:34][N:33]([CH2:36][O:37][CH2:38][CH2:39][Si:40]([CH3:42])([CH3:41])[CH3:43])[C:29]=5[N:30]=[CH:31][N:32]=4)[CH:24]=[N:23]3)[CH2:5]2)[CH2:13][CH2:12][NH:11][CH2:10][CH2:9]1. The yield is 0.990. The catalyst is C1COCC1.O1CCOCC1. The reactants are [C:1]([CH2:3][C:4]1([N:22]2[CH:26]=[C:25]([C:27]3[C:28]4[CH:35]=[CH:34][N:33]([CH2:36][O:37][CH2:38][CH2:39][Si:40]([CH3:43])([CH3:42])[CH3:41])[C:29]=4[N:30]=[CH:31][N:32]=3)[CH:24]=[N:23]2)[CH2:7][N:6]([C:8]2([CH3:21])[CH2:13][CH2:12][N:11](C(OC(C)(C)C)=O)[CH2:10][CH2:9]2)[CH2:5]1)#[N:2].Cl. (4) The product is [CH2:30]([N:34]([CH2:46][CH:47]([CH3:49])[CH3:48])[C:35]1[CH:42]=[CH:41][C:38]([CH:39]=[C:2]([CH3:4])[CH3:3])=[CH:37][C:36]=1[N+:43]([O-:45])=[O:44])[CH:31]([CH3:33])[CH3:32]. The catalyst is CN(C=O)C.O. The yield is 0.492. The reactants are [I-].[CH:2]([P+](C1C=CC=CC=1)(C1C=CC=CC=1)C1C=CC=CC=1)([CH3:4])[CH3:3].CC(C)([O-])C.[K+].[CH2:30]([N:34]([CH2:46][CH:47]([CH3:49])[CH3:48])[C:35]1[CH:42]=[CH:41][C:38]([CH:39]=O)=[CH:37][C:36]=1[N+:43]([O-:45])=[O:44])[CH:31]([CH3:33])[CH3:32].[Cl-].[NH4+]. (5) The reactants are [C:1]([O:5][C:6]([N:8]1[CH2:20][CH2:19][C:18]2[C:17]3[C:12](=[CH:13][C:14](Br)=[CH:15][CH:16]=3)[N:11]([CH3:22])[C:10]=2[CH2:9]1)=[O:7])([CH3:4])([CH3:3])[CH3:2].[Cl:23][C:24]1[CH:29]=[CH:28][C:27]([C:30]2[CH:35]=[CH:34][NH:33][C:32](=[O:36])[CH:31]=2)=[C:26]([O:37][CH3:38])[CH:25]=1.C([O-])([O-])=O.[Cs+].[Cs+].OC1C=CC=C2C=1N=CC=C2. The catalyst is CS(C)=O.[Cu](I)I. The product is [C:1]([O:5][C:6]([N:8]1[CH2:20][CH2:19][C:18]2[C:17]3[C:12](=[CH:13][C:14]([N:33]4[CH:34]=[CH:35][C:30]([C:27]5[CH:28]=[CH:29][C:24]([Cl:23])=[CH:25][C:26]=5[O:37][CH3:38])=[CH:31][C:32]4=[O:36])=[CH:15][CH:16]=3)[N:11]([CH3:22])[C:10]=2[CH2:9]1)=[O:7])([CH3:4])([CH3:3])[CH3:2]. The yield is 0.540. (6) The reactants are [F:1][C:2]1([F:16])[CH2:4][CH:3]1[CH:5]1[C:14]2[C:9](=[CH:10][CH:11]=[CH:12][CH:13]=2)[NH:8][C:7](=O)[CH2:6]1.O1CCCC1.B. The catalyst is C1COCC1. The product is [F:16][C:2]1([F:1])[CH2:4][CH:3]1[CH:5]1[C:14]2[C:9](=[CH:10][CH:11]=[CH:12][CH:13]=2)[NH:8][CH2:7][CH2:6]1. The yield is 0.190. (7) The reactants are [Cl:1][CH2:2][CH2:3][C:4]([C:8]1[CH:13]=[CH:12][CH:11]=[CH:10][CH:9]=1)([OH:7])[CH:5]=[CH2:6].B.C1C[O:18]CC1.[OH-].[Na+].OO. The catalyst is C1COCC1. The product is [Cl:1][CH2:2][CH2:3][C:4]([C:8]1[CH:13]=[CH:12][CH:11]=[CH:10][CH:9]=1)([OH:7])[CH2:5][CH2:6][OH:18]. The yield is 0.640.